From a dataset of Full USPTO retrosynthesis dataset with 1.9M reactions from patents (1976-2016). Predict the reactants needed to synthesize the given product. (1) Given the product [CH:1]1([CH2:6][O:7][NH:8][C:9]([C:11]2[CH:16]=[CH:15][CH:14]=[CH:13][C:12]=2[NH:17][CH2:18][C:19]2[CH:20]=[CH:21][C:22]([F:28])=[C:23]([CH:27]=2)[C:24]([NH:29][CH2:30][CH2:31][CH2:32][OH:33])=[O:25])=[O:10])[CH2:2][CH2:3][CH2:4][CH2:5]1, predict the reactants needed to synthesize it. The reactants are: [CH:1]1([CH2:6][O:7][NH:8][C:9]([C:11]2[CH:16]=[CH:15][CH:14]=[CH:13][C:12]=2[NH:17][CH2:18][C:19]2[CH:20]=[CH:21][C:22]([F:28])=[C:23]([CH:27]=2)[C:24](O)=[O:25])=[O:10])[CH2:5][CH2:4][CH2:3][CH2:2]1.[NH2:29][CH2:30][CH2:31][CH2:32][OH:33]. (2) Given the product [N:15]([CH2:2][CH2:3][CH2:4][Si:5]([O:12][CH2:13][CH3:14])([O:9][CH2:10][CH3:11])[O:6][CH2:7][CH3:8])=[N+:16]=[N-:17], predict the reactants needed to synthesize it. The reactants are: Cl[CH2:2][CH2:3][CH2:4][Si:5]([O:12][CH2:13][CH3:14])([O:9][CH2:10][CH3:11])[O:6][CH2:7][CH3:8].[N-:15]=[N+:16]=[N-:17].[Na+]. (3) Given the product [O:27]1[C:28]2[CH:34]=[CH:33][CH:32]=[CH:31][C:29]=2[N:30]=[C:26]1[NH:1][CH2:2][C@@H:3]1[C@H:8]([CH3:9])[CH2:7][CH2:6][CH2:5][N:4]1[C:10]([C:12]1[CH:17]=[C:16]([CH3:18])[CH:15]=[CH:14][C:13]=1[C:19]1[CH:20]=[N:21][N:22]([CH3:24])[CH:23]=1)=[O:11], predict the reactants needed to synthesize it. The reactants are: [NH2:1][CH2:2][C@@H:3]1[C@H:8]([CH3:9])[CH2:7][CH2:6][CH2:5][N:4]1[C:10]([C:12]1[CH:17]=[C:16]([CH3:18])[CH:15]=[CH:14][C:13]=1[C:19]1[CH:20]=[N:21][N:22]([CH3:24])[CH:23]=1)=[O:11].Cl[C:26]1[O:27][C:28]2[CH:34]=[CH:33][CH:32]=[CH:31][C:29]=2[N:30]=1.C(N(C(C)C)CC)(C)C. (4) Given the product [C:1]1([N:7]2[CH:11]=[C:10]([CH:12]=[O:13])[N:9]=[C:8]2[S:14][C:15]2[CH:16]=[CH:17][CH:18]=[CH:19][CH:20]=2)[CH:2]=[CH:3][CH:4]=[CH:5][CH:6]=1, predict the reactants needed to synthesize it. The reactants are: [C:1]1([N:7]2[CH:11]=[C:10]([CH2:12][OH:13])[N:9]=[C:8]2[S:14][C:15]2[CH:20]=[CH:19][CH:18]=[CH:17][CH:16]=2)[CH:6]=[CH:5][CH:4]=[CH:3][CH:2]=1.C[N+]1([O-])CCOCC1. (5) Given the product [CH2:21]([N:1]1[CH2:2][CH:3]([C:11]([O:13][CH3:14])=[O:12])[CH2:4][CH:5]([C:7]([O:9][CH3:10])=[O:8])[CH2:6]1)[C:22]1[CH:27]=[CH:26][CH:25]=[CH:24][CH:23]=1, predict the reactants needed to synthesize it. The reactants are: [NH:1]1[CH2:6][CH:5]([C:7]([O:9][CH3:10])=[O:8])[CH2:4][CH:3]([C:11]([O:13][CH3:14])=[O:12])[CH2:2]1.C([O-])([O-])=O.[K+].[K+].[CH2:21](Br)[C:22]1[CH:27]=[CH:26][CH:25]=[CH:24][CH:23]=1. (6) Given the product [CH2:23]([N:25]([CH2:30][CH3:31])[CH2:26][CH2:27][CH2:28][O:13][C:12]1[CH:11]=[C:10]2[C:5]([C:6]([S:14][C:15]3[S:16][C:17]([N+:20]([O-:22])=[O:21])=[CH:18][CH:19]=3)=[CH:7][CH:8]=[N:9]2)=[CH:4][C:3]=1[O:2][CH3:1])[CH3:24], predict the reactants needed to synthesize it. The reactants are: [CH3:1][O:2][C:3]1[CH:4]=[C:5]2[C:10](=[CH:11][C:12]=1[OH:13])[N:9]=[CH:8][CH:7]=[C:6]2[S:14][C:15]1[S:16][C:17]([N+:20]([O-:22])=[O:21])=[CH:18][CH:19]=1.[CH2:23]([N:25]([CH2:30][CH3:31])[CH2:26][CH2:27][CH2:28]O)[CH3:24].N(C(OCC)=O)=NC(OCC)=O.C1(P(C2C=CC=CC=2)C2C=CC=CC=2)C=CC=CC=1.